This data is from Full USPTO retrosynthesis dataset with 1.9M reactions from patents (1976-2016). The task is: Predict the reactants needed to synthesize the given product. (1) Given the product [C:41]([C:38]1[CH:39]=[CH:40][C:35]([CH2:34][O:33][CH:18]2[CH:17]([C:14]3[CH:13]=[CH:12][C:11]([O:10][CH2:9][CH2:8][CH2:7][O:6][CH2:5][C:4]4[CH:51]=[CH:52][CH:53]=[CH:54][C:3]=4[O:2][CH3:1])=[CH:16][CH:15]=3)[CH2:22][CH2:21][N:20]([C:23]([O:25][CH2:26][C:27]3[CH:28]=[CH:29][CH:30]=[CH:31][CH:32]=3)=[O:24])[CH2:19]2)=[CH:36][C:37]=1[O:45][CH2:46][CH2:47][CH2:48][O:49][CH3:50])([OH:43])=[O:42], predict the reactants needed to synthesize it. The reactants are: [CH3:1][O:2][C:3]1[CH:54]=[CH:53][CH:52]=[CH:51][C:4]=1[CH2:5][O:6][CH2:7][CH2:8][CH2:9][O:10][C:11]1[CH:16]=[CH:15][C:14]([CH:17]2[CH2:22][CH2:21][N:20]([C:23]([O:25][CH2:26][C:27]3[CH:32]=[CH:31][CH:30]=[CH:29][CH:28]=3)=[O:24])[CH2:19][CH:18]2[O:33][CH2:34][C:35]2[CH:40]=[CH:39][C:38]([C:41]([O:43]C)=[O:42])=[C:37]([O:45][CH2:46][CH2:47][CH2:48][O:49][CH3:50])[CH:36]=2)=[CH:13][CH:12]=1.O.Cl. (2) Given the product [Si:16]([O:15][C@H:14]1[CH2:13][C@H:12]([NH:23][C:24]2[N:41]=[C:28]([NH:29][C@@H:30]3[C:38]4[C:33](=[CH:34][CH:35]=[CH:36][CH:37]=4)[CH2:32][C@@H:31]3[O:39][CH3:40])[N:27]=[CH:26][N:25]=2)[CH2:11][C@H:10]1[CH2:43][OH:46])([C:19]([CH3:21])([CH3:20])[CH3:22])([CH3:18])[CH3:17], predict the reactants needed to synthesize it. The reactants are: C(OC[C@H:10]1[C@@H:14]([O:15][Si:16]([C:19]([CH3:22])([CH3:21])[CH3:20])([CH3:18])[CH3:17])[CH2:13][C@H:12]([NH:23][CH:24]2[N:29]([C@@H:30]3[C:38]4[C:33](=[CH:34][CH:35]=[CH:36][CH:37]=4)[CH2:32][C@@H:31]3[O:39][CH3:40])[C:28]([NH2:41])=[N:27][C:26](Cl)=[N:25]2)[CH2:11]1)C1C=CC=CC=1.[C:43]([O-:46])(O)=O.[Na+].